Dataset: Full USPTO retrosynthesis dataset with 1.9M reactions from patents (1976-2016). Task: Predict the reactants needed to synthesize the given product. (1) Given the product [NH2:1][C:2]1[N:6]([CH3:7])[C:5]([CH3:8])=[N:4][C:3]=1[C:9]([C:15]1[CH:16]=[CH:17][C:12]([CH3:11])=[CH:13][CH:14]=1)=[O:21], predict the reactants needed to synthesize it. The reactants are: [NH2:1][C:2]1[N:6]([CH3:7])[C:5]([CH3:8])=[N:4][C:3]=1[C:9]#N.[CH3:11][C:12]1[CH:17]=[CH:16][C:15]([Mg]Br)=[CH:14][CH:13]=1.Cl.[OH-:21].[Na+]. (2) Given the product [CH3:22][S:23]([O:1][CH2:2][CH2:3][CH2:4][C:5]1[O:6][C:7]2[CH:13]=[CH:12][C:11]([C:14]3[CH:21]=[CH:20][CH:19]=[C:16]([C:17]#[N:18])[CH:15]=3)=[CH:10][C:8]=2[CH:9]=1)(=[O:25])=[O:24], predict the reactants needed to synthesize it. The reactants are: [OH:1][CH2:2][CH2:3][CH2:4][C:5]1[O:6][C:7]2[CH:13]=[CH:12][C:11]([C:14]3[CH:15]=[C:16]([CH:19]=[CH:20][CH:21]=3)[C:17]#[N:18])=[CH:10][C:8]=2[CH:9]=1.[CH3:22][S:23](Cl)(=[O:25])=[O:24]. (3) Given the product [CH3:16][C:3]1[CH:4]=[N:5][C:6]2[C:11]([C:2]=1[C:20]1[CH:21]=[C:22]([CH:26]=[CH:27][CH:28]=1)[C:23]([OH:25])=[O:24])=[CH:10][CH:9]=[CH:8][C:7]=2[C:12]([F:15])([F:14])[F:13], predict the reactants needed to synthesize it. The reactants are: Br[C:2]1[C:11]2[C:6](=[C:7]([C:12]([F:15])([F:14])[F:13])[CH:8]=[CH:9][CH:10]=2)[N:5]=[CH:4][C:3]=1[CH3:16].B([C:20]1[CH:21]=[C:22]([CH:26]=[CH:27][CH:28]=1)[C:23]([OH:25])=[O:24])(O)O.C(=O)([O-])[O-].[Na+].[Na+].Cl. (4) Given the product [C:1]([O:5][C:6]([N:8]1[CH2:13][CH2:12][N:11]([C:14](=[O:22])[C:15]2[CH:20]=[CH:19][C:18]([N:28]3[C@H:27]([CH2:29][O:30][C:31](=[O:38])[C:32]4[CH:37]=[CH:36][CH:35]=[CH:34][CH:33]=4)[CH2:26][O:25][C:24]3=[O:23])=[CH:17][CH:16]=2)[CH2:10][CH2:9]1)=[O:7])([CH3:4])([CH3:3])[CH3:2], predict the reactants needed to synthesize it. The reactants are: [C:1]([O:5][C:6]([N:8]1[CH2:13][CH2:12][N:11]([C:14](=[O:22])[C:15]2[CH:20]=[CH:19][C:18](I)=[CH:17][CH:16]=2)[CH2:10][CH2:9]1)=[O:7])([CH3:4])([CH3:3])[CH3:2].[O:23]=[C:24]1[NH:28][C@H:27]([CH2:29][O:30][C:31](=[O:38])[C:32]2[CH:37]=[CH:36][CH:35]=[CH:34][CH:33]=2)[CH2:26][O:25]1. (5) Given the product [CH3:5][C:6]1([CH3:22])[CH2:11][C:10]([CH3:12])([CH3:13])[CH2:9][C:8]([CH2:16][C:17]([OH:19])=[O:18])([CH:14]=[CH2:15])[CH2:7]1, predict the reactants needed to synthesize it. The reactants are: S(Cl)(Cl)=O.[CH3:5][C:6]1([CH3:22])[CH2:11][C:10]([CH3:13])([CH3:12])[CH2:9][C:8]([CH2:16][C:17]([O:19]CC)=[O:18])([CH:14]=[CH2:15])[CH2:7]1.